Dataset: Full USPTO retrosynthesis dataset with 1.9M reactions from patents (1976-2016). Task: Predict the reactants needed to synthesize the given product. (1) Given the product [Cl:1][C:2]1[CH:10]=[C:6]([C:7]2[CH2:21][C:20]([CH3:22])([C:19]([O:24][CH2:25][CH3:26])=[O:23])[O:9][N:8]=2)[CH:5]=[N:4][CH:3]=1, predict the reactants needed to synthesize it. The reactants are: [Cl:1][C:2]1[CH:3]=[N:4][CH:5]=[C:6]([CH:10]=1)[CH:7]=[N:8][OH:9].ClN1C(=O)CCC1=O.[C:19]([O:24][CH2:25][CH3:26])(=[O:23])[C:20]([CH3:22])=[CH2:21].C(N(CC)CC)C. (2) Given the product [C:38]([O:42][C:43](=[O:51])[NH:44][CH:45]1[CH2:50][CH2:49][N:48]([C:21]2[N:20]=[C:19]([O:18][C:11]3[C:12]4[C:17](=[CH:16][CH:15]=[CH:14][CH:13]=4)[C:8]([NH:7][C:5](=[O:6])[C:4]4[CH:29]=[C:30]([N:32]5[CH2:37][CH2:36][CH2:35][CH2:34][CH2:33]5)[CH:31]=[C:2]([F:1])[CH:3]=4)=[CH:9][CH:10]=3)[CH:24]=[CH:23][N:22]=2)[CH2:47][CH2:46]1)([CH3:41])([CH3:39])[CH3:40], predict the reactants needed to synthesize it. The reactants are: [F:1][C:2]1[CH:3]=[C:4]([CH:29]=[C:30]([N:32]2[CH2:37][CH2:36][CH2:35][CH2:34][CH2:33]2)[CH:31]=1)[C:5]([NH:7][C:8]1[C:17]2[C:12](=[CH:13][CH:14]=[CH:15][CH:16]=2)[C:11]([O:18][C:19]2[CH:24]=[CH:23][N:22]=[C:21](S(C)(=O)=O)[N:20]=2)=[CH:10][CH:9]=1)=[O:6].[C:38]([O:42][C:43](=[O:51])[NH:44][CH:45]1[CH2:50][CH2:49][NH:48][CH2:47][CH2:46]1)([CH3:41])([CH3:40])[CH3:39]. (3) Given the product [C:1]([C:5]1[CH:10]=[C:9]([N+:11]([O-:13])=[O:12])[C:8]([O:14][CH3:15])=[C:7]([CH:6]=1)[NH2:16])([CH3:4])([CH3:2])[CH3:3], predict the reactants needed to synthesize it. The reactants are: [C:1]([C:5]1[CH:10]=[C:9]([N+:11]([O-:13])=[O:12])[C:8]([O:14][CH3:15])=[C:7]([N+:16]([O-])=O)[CH:6]=1)([CH3:4])([CH3:3])[CH3:2].CC1CCC=CC1.C(O)C.Cl. (4) The reactants are: [Cl-].[Br:2][C:3]1[CH:8]=[CH:7][C:6]([C@H:9]([NH3+:11])[CH3:10])=[C:5]([F:12])[CH:4]=1.[C:13](O[C:13]([O:15][C:16]([CH3:19])([CH3:18])[CH3:17])=[O:14])([O:15][C:16]([CH3:19])([CH3:18])[CH3:17])=[O:14].C(N(CC)CC)C. Given the product [Br:2][C:3]1[CH:8]=[CH:7][C:6]([C@H:9]([NH:11][C:13](=[O:14])[O:15][C:16]([CH3:19])([CH3:18])[CH3:17])[CH3:10])=[C:5]([F:12])[CH:4]=1, predict the reactants needed to synthesize it. (5) Given the product [CH2:13]([NH:12][C:10]([C:6]1[S:5][C:4]([N:1]2[C:22]([CH3:24])=[C:21]([C:20]([O:26][CH2:27][CH3:28])=[O:25])[N:3]=[N:2]2)=[N:8][C:7]=1[CH3:9])=[O:11])[C:14]1[CH:19]=[CH:18][CH:17]=[CH:16][CH:15]=1, predict the reactants needed to synthesize it. The reactants are: [N:1]([C:4]1[S:5][C:6]([C:10]([NH:12][CH2:13][C:14]2[CH:19]=[CH:18][CH:17]=[CH:16][CH:15]=2)=[O:11])=[C:7]([CH3:9])[N:8]=1)=[N+:2]=[N-:3].[C:20]([O:26][CH2:27][CH3:28])(=[O:25])[CH2:21][C:22]([CH3:24])=O.C(N(CC)CC)C. (6) Given the product [C:1]([O:4][CH2:27][CH2:26][CH2:25][CH2:24][NH:23][CH2:22][CH2:21][CH2:20][CH2:19][C:15]1[CH:16]=[CH:17][CH:18]=[C:13]([O:12][CH2:5][C:6]2[CH:7]=[CH:8][CH:9]=[CH:10][CH:11]=2)[CH:14]=1)(=[O:3])[CH3:2], predict the reactants needed to synthesize it. The reactants are: [C:1]([OH:4])(=[O:3])[CH3:2].[CH2:5]([O:12][C:13]1[CH:14]=[C:15]([CH2:19][CH2:20][CH2:21][CH2:22][NH:23][CH2:24][CH2:25][CH2:26][CH2:27]O)[CH:16]=[CH:17][CH:18]=1)[C:6]1[CH:11]=[CH:10][CH:9]=[CH:8][CH:7]=1. (7) Given the product [Si:39]([O:46][C@H:47]1[CH2:51][CH2:50][N:49]([CH2:52][C@@H:53]([N:54]([CH3:55])[C:14](=[O:16])[CH2:13][C:10]2[CH:11]=[CH:12][C:3]3[S:2](=[O:1])(=[O:17])[CH2:7][C:6](=[O:8])[NH:5][C:4]=3[CH:9]=2)[C:56]2[CH:63]=[CH:62][CH:61]=[C:58]([C:59]#[N:60])[CH:57]=2)[CH2:48]1)([C:42]([CH3:45])([CH3:44])[CH3:43])([CH3:40])[CH3:41], predict the reactants needed to synthesize it. The reactants are: [O:1]=[S:2]1(=[O:17])[CH2:7][C:6](=[O:8])[NH:5][C:4]2[CH:9]=[C:10]([CH2:13][C:14]([OH:16])=O)[CH:11]=[CH:12][C:3]1=2.CCN=C=NCCCN(C)C.C1C=CC2N(O)N=NC=2C=1.[Si:39]([O:46][C@H:47]1[CH2:51][CH2:50][N:49]([CH2:52][C@H:53]([C:56]2[CH:57]=[C:58]([CH:61]=[CH:62][CH:63]=2)[C:59]#[N:60])[NH:54][CH3:55])[CH2:48]1)([C:42]([CH3:45])([CH3:44])[CH3:43])([CH3:41])[CH3:40]. (8) Given the product [Cl:1][C:2]1[CH:3]=[C:4]([C:9]2[CH:10]=[C:11]3[CH:16]=[CH:15][C:14]([C:17]([F:20])([F:19])[F:18])=[CH:13][N:12]3[N:21]=2)[CH:5]=[CH:6][C:7]=1[F:8], predict the reactants needed to synthesize it. The reactants are: [Cl:1][C:2]1[CH:3]=[C:4]([C:9](=[N:21]O)[CH2:10][C:11]2[CH:16]=[CH:15][C:14]([C:17]([F:20])([F:19])[F:18])=[CH:13][N:12]=2)[CH:5]=[CH:6][C:7]=1[F:8].C(OC(C(F)(F)F)=O)(C(F)(F)F)=O.C(N(CC)CC)C.O. (9) Given the product [Cl:34][C:31]1[CH:30]=[CH:29][C:28]([CH:10]([C:7]2[CH:6]=[CH:5][C:4]([C:1](=[O:3])[NH:42][CH2:41][CH3:40])=[CH:9][CH:8]=2)[N:11]2[CH2:14][C:13](=[C:15]([C:20]3[CH:25]=[C:24]([F:26])[CH:23]=[C:22]([F:27])[CH:21]=3)[S:16]([CH3:19])(=[O:17])=[O:18])[CH2:12]2)=[CH:33][CH:32]=1, predict the reactants needed to synthesize it. The reactants are: [C:1]([C:4]1[CH:9]=[CH:8][C:7]([CH:10]([C:28]2[CH:33]=[CH:32][C:31]([Cl:34])=[CH:30][CH:29]=2)[N:11]2[CH2:14][C:13](=[C:15]([C:20]3[CH:25]=[C:24]([F:26])[CH:23]=[C:22]([F:27])[CH:21]=3)[S:16]([CH3:19])(=[O:18])=[O:17])[CH2:12]2)=[CH:6][CH:5]=1)([OH:3])=O.O.OC1C2N=N[NH:42][C:41]=2[CH:40]=CC=1.ClCCl.C(N)C.